Predict the reactants needed to synthesize the given product. From a dataset of Full USPTO retrosynthesis dataset with 1.9M reactions from patents (1976-2016). (1) Given the product [F:8][C:7]1[C:2]([C:11]2[CH:12]=[C:13]([N+:16]([O-:18])=[O:17])[CH:14]=[CH:15][C:10]=2[F:9])=[N:3][CH:4]=[CH:5][CH:6]=1, predict the reactants needed to synthesize it. The reactants are: Br[C:2]1[C:7]([F:8])=[CH:6][CH:5]=[CH:4][N:3]=1.[F:9][C:10]1[CH:15]=[CH:14][C:13]([N+:16]([O-:18])=[O:17])=[CH:12][C:11]=1B1OC(C)(C)C(C)(C)O1.[F-].[K+].O. (2) Given the product [N:17]1([C:15]([O:14][C:10]([CH3:13])([CH3:11])[CH3:12])=[O:16])[CH2:22][CH2:21][N:20]([C:27]([O:26][C:24]([Cl:34])([Cl:25])[Cl:23])=[O:28])[CH2:19][CH2:18]1, predict the reactants needed to synthesize it. The reactants are: CCN(C(C)C)C(C)C.[C:10]([O:14][C:15]([N:17]1[CH2:22][CH2:21][NH:20][CH2:19][CH2:18]1)=[O:16])([CH3:13])([CH3:12])[CH3:11].[Cl:23][C:24]([Cl:34])([O:26][C:27](=O)[O:28]C(Cl)(Cl)Cl)[Cl:25]. (3) Given the product [O:20]=[C:16]1[CH2:17][CH2:18][CH2:19][N:15]1/[C:2](=[CH:6]\[CH3:7])/[C:3]([OH:5])=[O:4], predict the reactants needed to synthesize it. The reactants are: O=[C:2]([CH2:6][CH3:7])[C:3]([OH:5])=[O:4].C1(C)C=CC=CC=1.[NH:15]1[CH2:19][CH2:18][CH2:17][C:16]1=[O:20]. (4) The reactants are: [Cl:1][C:2]1[CH:10]=[C:9]2[C:5](/[C:6](=[CH:12]/[C:13]3[CH:14]=[N:15][CH:16]=[CH:17][CH:18]=3)/[C:7](=[O:11])[NH:8]2)=[CH:4][CH:3]=1.[C:19]([O:23][C:24](O[C:24]([O:23][C:19]([CH3:22])([CH3:21])[CH3:20])=[O:25])=[O:25])([CH3:22])([CH3:21])[CH3:20]. Given the product [C:19]([O:23][C:24]([N:8]1[C:9]2[C:5](=[CH:4][CH:3]=[C:2]([Cl:1])[CH:10]=2)/[C:6](=[CH:12]/[C:13]2[CH:14]=[N:15][CH:16]=[CH:17][CH:18]=2)/[C:7]1=[O:11])=[O:25])([CH3:22])([CH3:21])[CH3:20], predict the reactants needed to synthesize it. (5) Given the product [F:1][C:2]1[CH:3]=[C:4]([C:8]2[C:17]3[C:12](=[CH:13][C:14]([CH2:18][N:19]4[CH:23]=[C:22]([C:24]([OH:32])([C:28]([F:30])([F:31])[F:29])[CH2:25][CH2:26][CH3:27])[N:21]=[N:20]4)=[CH:15][CH:16]=3)[O:11][C:10](=[O:33])[CH:9]=2)[CH:5]=[CH:6][CH:7]=1, predict the reactants needed to synthesize it. The reactants are: [F:1][C:2]1[CH:3]=[C:4]([C:8]2[C:17]3[C:12](=[CH:13][C:14]([CH2:18][N:19]4[CH:23]=[C:22]([C:24]([OH:32])([C:28]([F:31])([F:30])[F:29])[CH2:25][CH:26]=[CH2:27])[N:21]=[N:20]4)=[CH:15][CH:16]=3)[O:11][C:10](=[O:33])[CH:9]=2)[CH:5]=[CH:6][CH:7]=1.